This data is from Forward reaction prediction with 1.9M reactions from USPTO patents (1976-2016). The task is: Predict the product of the given reaction. (1) Given the reactants [K+].[Br-].CC1OC=C(/C=C(/[C@H]2OC(=O)C[C@H](O)C(C)(C)C(=O)[C@H](C)[C@@H](O)[C@@H](C)CCCC(C)=CC2)\C)N=1.CC1SC=C(/C=C(/[C@H]2OC(=O)C[C@H](O)[C@@H](C)C(=O)[C@H](C)[C@@H](O)[C@@H](C)CCCC=CC2)\C)N=1.C[CH2:70][C:71]1[S:75][CH:74]=[C:73](/[CH:76]=[C:77](/[C@H:79]2[O:97][C:95](=[O:96])[CH2:94][C@H:93]([OH:98])[C:92]([CH3:100])([CH3:99])[C:90](=[O:91])[C@H:89]([CH3:101])[C@@H:88]([OH:102])[C@@H:87]([CH3:103])[CH2:86][CH2:85][CH2:84][C@H:82]3O[C@H:81]3[CH2:80]2)\[CH3:78])[N:72]=1.CC1SC=C(/C=C(/[C@H]2OC(=O)C[C@H](O)[C@H](C)C(=O)[C@H](C)[C@@H](O)[C@@H](C)CCCC=CC2)\C)N=1.CC1SC=C(/C=C(/[C@H]2OC(=O)C[C@H](O)[C@@H](C)C(=O)[C@H](C)[C@@H](O)[C@@H](C)CCCC(C)=CC2)\C)N=1, predict the reaction product. The product is: [CH3:70][C:71]1[S:75][CH:74]=[C:73](/[CH:76]=[C:77](/[C@H:79]2[O:97][C:95](=[O:96])[CH2:94][C@H:93]([OH:98])[C:92]([CH3:100])([CH3:99])[C:90](=[O:91])[C@H:89]([CH3:101])[C@@H:88]([OH:102])[C@@H:87]([CH3:103])[CH2:86][CH:85]=[CH:84][CH:82]=[CH:81][CH2:80]2)\[CH3:78])[N:72]=1. (2) Given the reactants [Br:1][C:2]1[S:3][C:4]2[C:10]([O:11]S(C(F)(F)F)(=O)=O)=[C:9]([C@H:19]([O:25][C:26]([CH3:29])([CH3:28])[CH3:27])[C:20]([O:22][CH2:23][CH3:24])=[O:21])[C:8]([CH3:30])=[CH:7][C:5]=2[N:6]=1.CCCC[N+](CCCC)(CCCC)CCCC.[F-], predict the reaction product. The product is: [Br:1][C:2]1[S:3][C:4]2[C:10]([OH:11])=[C:9]([C@H:19]([O:25][C:26]([CH3:29])([CH3:28])[CH3:27])[C:20]([O:22][CH2:23][CH3:24])=[O:21])[C:8]([CH3:30])=[CH:7][C:5]=2[N:6]=1.